This data is from Full USPTO retrosynthesis dataset with 1.9M reactions from patents (1976-2016). The task is: Predict the reactants needed to synthesize the given product. (1) Given the product [CH2:3]([O:5][C:6]([C:8]1[N:9]([CH2:26][C:25]([F:36])([F:35])[F:24])[N:10]=[C:11]([C:13]2[CH:18]=[CH:17][C:16]([O:19][C:20]([F:23])([F:22])[F:21])=[CH:15][CH:14]=2)[CH:12]=1)=[O:7])[CH3:4], predict the reactants needed to synthesize it. The reactants are: [H-].[Na+].[CH2:3]([O:5][C:6]([C:8]1[CH:12]=[C:11]([C:13]2[CH:18]=[CH:17][C:16]([O:19][C:20]([F:23])([F:22])[F:21])=[CH:15][CH:14]=2)[NH:10][N:9]=1)=[O:7])[CH3:4].[F:24][C:25]([F:36])([F:35])[CH2:26]OS(C(F)(F)F)(=O)=O.ClCCl. (2) Given the product [CH3:12][C:4]1[C:5]2[C:10](=[CH:9][CH:8]=[CH:7][CH:6]=2)[CH:11]=[C:2]([C:13]#[N:14])[N:3]=1, predict the reactants needed to synthesize it. The reactants are: Cl[C:2]1[N:3]=[C:4]([CH3:12])[C:5]2[C:10]([CH:11]=1)=[CH:9][CH:8]=[CH:7][CH:6]=2.[CH3:13][N:14](C=O)C. (3) Given the product [CH3:29][N:30]([CH3:31])[C:1]([C:4]1[CH:5]=[C:6]([NH:10]/[C:11](=[C:18]2\[C:19](=[O:27])[NH:20][C:21]3[C:26]\2=[CH:25][CH:24]=[CH:23][CH:22]=3)/[C:12]2[CH:13]=[CH:14][CH:15]=[CH:16][CH:17]=2)[CH:7]=[CH:8][CH:9]=1)=[O:3], predict the reactants needed to synthesize it. The reactants are: [C:1]([C:4]1[CH:5]=[C:6]([NH:10]/[C:11](=[C:18]2\[C:19](=[O:27])[NH:20][C:21]3[C:26]\2=[CH:25][CH:24]=[CH:23][CH:22]=3)/[C:12]2[CH:17]=[CH:16][CH:15]=[CH:14][CH:13]=2)[CH:7]=[CH:8][CH:9]=1)([OH:3])=O.Cl.[CH3:29][NH:30][CH3:31].CN(C(ON1N=NC2C=CC=CC1=2)=[N+](C)C)C.[B-](F)(F)(F)F.C1C=CC2N(O)N=NC=2C=1. (4) Given the product [F:22][C:19]1[CH:18]=[CH:17][C:16]([CH:4]([NH:3][S:36]([C:30]2[CH:35]=[CH:34][CH:33]=[CH:32][CH:31]=2)(=[O:38])=[O:37])[C:5]([O:7][C@@H:8]2[CH:13]3[CH2:12][CH2:11][N:10]([CH2:15][CH2:14]3)[CH2:9]2)=[O:6])=[CH:21][CH:20]=1, predict the reactants needed to synthesize it. The reactants are: Cl.Cl.[NH2:3][CH:4]([C:16]1[CH:21]=[CH:20][C:19]([F:22])=[CH:18][CH:17]=1)[C:5]([O:7][C@@H:8]1[CH:13]2[CH2:14][CH2:15][N:10]([CH2:11][CH2:12]2)[CH2:9]1)=[O:6].C(N(CC)CC)C.[C:30]1([S:36](Cl)(=[O:38])=[O:37])[CH:35]=[CH:34][CH:33]=[CH:32][CH:31]=1. (5) Given the product [NH2:1][C:4]1[N:5]=[CH:6][N:7]([CH2:9][C:10]([O:12][CH2:13][CH3:14])=[O:11])[CH:8]=1, predict the reactants needed to synthesize it. The reactants are: [N+:1]([C:4]1[N:5]=[CH:6][N:7]([CH2:9][C:10]([O:12][CH2:13][CH3:14])=[O:11])[CH:8]=1)([O-])=O. (6) Given the product [Cl:18][C:19]1[C:20]([C:2]2[CH:3]=[CH:4][CH:5]=[C:6]([NH:8][CH2:9][C:10]3([CH2:16][OH:17])[CH2:15][CH2:14][O:13][CH2:12][CH2:11]3)[N:7]=2)=[CH:21][C:22]([F:25])=[N:23][CH:24]=1, predict the reactants needed to synthesize it. The reactants are: Br[C:2]1[N:7]=[C:6]([NH:8][CH2:9][C:10]2([CH2:16][OH:17])[CH2:15][CH2:14][O:13][CH2:12][CH2:11]2)[CH:5]=[CH:4][CH:3]=1.[Cl:18][C:19]1[C:20](B(O)O)=[CH:21][C:22]([F:25])=[N:23][CH:24]=1. (7) The reactants are: [Cl:1][C:2]1[C:3]([CH3:8])=[N:4][NH:5][C:6]=1[NH2:7].[C:9]([CH:12]([CH2:17][C:18]([O:20][CH3:21])=[O:19])[C:13](OC)=[O:14])(=O)[CH3:10]. Given the product [Cl:1][C:2]1[C:3]([CH3:8])=[N:4][N:5]2[C:13]([OH:14])=[C:12]([CH2:17][C:18]([O:20][CH3:21])=[O:19])[C:9]([CH3:10])=[N:7][C:6]=12, predict the reactants needed to synthesize it. (8) The reactants are: [Cl:1][C:2]1[CH:7]=[C:6]([Cl:8])[CH:5]=[C:4]([Cl:9])[C:3]=1[N:10]1[C:14]2=[N:15][C:16]([CH2:20][C:21]3[CH:26]=[CH:25][CH:24]=[C:23]([NH2:27])[C:22]=3[CH3:28])=[N:17][C:18](=[O:19])[C:13]2=[C:12]([CH:29]([CH3:31])[CH3:30])[NH:11]1.C(N(CC)CC)C.[Cl:39][CH2:40][C:41](Cl)=[O:42]. Given the product [Cl:1][C:2]1[CH:7]=[C:6]([Cl:8])[CH:5]=[C:4]([Cl:9])[C:3]=1[N:10]1[C:14]2=[N:15][C:16]([CH2:20][C:21]3[CH:26]=[CH:25][CH:24]=[C:23]([NH:27][C:41](=[O:42])[CH2:40][Cl:39])[C:22]=3[CH3:28])=[N:17][C:18](=[O:19])[C:13]2=[C:12]([CH:29]([CH3:31])[CH3:30])[NH:11]1, predict the reactants needed to synthesize it. (9) Given the product [CH2:1]([O:8][N:9]1[C:14](=[O:15])[C:13]2[CH:16]=[C:17]([F:21])[C:18]([N:25]3[CH2:29][CH2:28][CH2:27][CH2:26]3)=[N:19][C:12]=2[N:11]([CH2:22][CH3:23])[C:10]1=[O:24])[C:2]1[CH:7]=[CH:6][CH:5]=[CH:4][CH:3]=1, predict the reactants needed to synthesize it. The reactants are: [CH2:1]([O:8][N:9]1[C:14](=[O:15])[C:13]2[CH:16]=[C:17]([F:21])[C:18](Cl)=[N:19][C:12]=2[N:11]([CH2:22][CH3:23])[C:10]1=[O:24])[C:2]1[CH:7]=[CH:6][CH:5]=[CH:4][CH:3]=1.[NH:25]1[CH2:29][CH2:28][CH2:27][CH2:26]1.